This data is from NCI-60 drug combinations with 297,098 pairs across 59 cell lines. The task is: Regression. Given two drug SMILES strings and cell line genomic features, predict the synergy score measuring deviation from expected non-interaction effect. (1) Drug 1: C1=CC(=CC=C1C#N)C(C2=CC=C(C=C2)C#N)N3C=NC=N3. Drug 2: CC(C)NC(=O)C1=CC=C(C=C1)CNNC.Cl. Cell line: SF-295. Synergy scores: CSS=-5.71, Synergy_ZIP=1.99, Synergy_Bliss=-0.592, Synergy_Loewe=-0.312, Synergy_HSA=-3.53. (2) Drug 1: CN(C)C1=NC(=NC(=N1)N(C)C)N(C)C. Cell line: OVCAR-4. Drug 2: C1=NC(=NC(=O)N1C2C(C(C(O2)CO)O)O)N. Synergy scores: CSS=-0.314, Synergy_ZIP=-1.16, Synergy_Bliss=0.970, Synergy_Loewe=-12.7, Synergy_HSA=-2.41. (3) Drug 1: CC1=CC2C(CCC3(C2CCC3(C(=O)C)OC(=O)C)C)C4(C1=CC(=O)CC4)C. Drug 2: C1CN(CCN1C(=O)CCBr)C(=O)CCBr. Cell line: HL-60(TB). Synergy scores: CSS=14.9, Synergy_ZIP=2.84, Synergy_Bliss=4.55, Synergy_Loewe=-40.1, Synergy_HSA=-1.63. (4) Synergy scores: CSS=58.4, Synergy_ZIP=2.10, Synergy_Bliss=2.24, Synergy_Loewe=-10.0, Synergy_HSA=1.52. Drug 1: C1=C(C(=O)NC(=O)N1)N(CCCl)CCCl. Cell line: MOLT-4. Drug 2: COC1=C2C(=CC3=C1OC=C3)C=CC(=O)O2. (5) Drug 1: CC1=CC2C(CCC3(C2CCC3(C(=O)C)OC(=O)C)C)C4(C1=CC(=O)CC4)C. Drug 2: CC1CCCC2(C(O2)CC(NC(=O)CC(C(C(=O)C(C1O)C)(C)C)O)C(=CC3=CSC(=N3)C)C)C. Cell line: SK-MEL-2. Synergy scores: CSS=-16.0, Synergy_ZIP=0.565, Synergy_Bliss=-5.68, Synergy_Loewe=-13.3, Synergy_HSA=-8.37.